Dataset: Catalyst prediction with 721,799 reactions and 888 catalyst types from USPTO. Task: Predict which catalyst facilitates the given reaction. (1) Reactant: [ClH:1].[O:2]=[C:3]1[N:9]2[CH2:10][CH2:11][CH2:12][CH2:13][C@@H:8]2[CH:7]=[CH:6][CH2:5][C@@H:4]1[NH:14]C(=O)OC(C)(C)C. Product: [ClH:1].[NH2:14][C@@H:4]1[C:3](=[O:2])[N:9]2[CH2:10][CH2:11][CH2:12][CH2:13][C@@H:8]2[CH:7]=[CH:6][CH2:5]1. The catalyst class is: 12. (2) Reactant: [CH2:1]([S:4]([O-:6])=[O:5])[CH2:2][CH3:3].[Na+].CN(C)C=O.CS(O[CH:18]([C:28]1[CH:29]=[N:30][C:31]([C:35]([NH2:37])=[O:36])=[CH:32][C:33]=1[CH3:34])[C:19]1[C:24]([F:25])=[CH:23][CH:22]=[C:21]([F:26])[C:20]=1[F:27])(=O)=O. Product: [CH3:34][C:33]1[C:28]([CH:18]([S:4]([CH2:1][CH2:2][CH3:3])(=[O:6])=[O:5])[C:19]2[C:24]([F:25])=[CH:23][CH:22]=[C:21]([F:26])[C:20]=2[F:27])=[CH:29][N:30]=[C:31]([C:35]([NH2:37])=[O:36])[CH:32]=1. The catalyst class is: 6. (3) Reactant: [CH2:1]([NH:8][C@H:9]1[CH2:14][CH2:13][C@@H:12]([NH:15][C:16]2[CH:21]=[CH:20][CH:19]=[C:18](Br)[N+:17]=2[O-:23])[CH2:11][CH2:10]1)[C:2]1[CH:7]=[CH:6][CH:5]=[CH:4][CH:3]=1.[NH:24]([CH3:26])[CH3:25].C(O)CCC.C([O-])(O)=O.[Na+]. Product: [CH2:1]([NH:8][C@@H:9]1[CH2:14][CH2:13][C@H:12]([NH:15][C:16]2[CH:21]=[CH:20][CH:19]=[C:18]([N:24]([CH3:26])[CH3:25])[N+:17]=2[O-:23])[CH2:11][CH2:10]1)[C:2]1[CH:7]=[CH:6][CH:5]=[CH:4][CH:3]=1. The catalyst class is: 22. (4) Reactant: [C:1]1(=[O:11])[C:9]2[C:4](=[CH:5][CH:6]=[CH:7][CH:8]=2)[C:3](=[O:10])[NH:2]1.[H-].[Na+].Cl[CH2:15][C:16]#[N:17].O. Product: [O:11]=[C:1]1[C:9]2[C:4](=[CH:5][CH:6]=[CH:7][CH:8]=2)[C:3](=[O:10])[N:2]1[CH2:15][C:16]#[N:17]. The catalyst class is: 3. (5) Reactant: [CH:1]1[C:10]2[C:5](=[CH:6][CH:7]=[CH:8][CH:9]=2)[CH:4]=[CH:3][C:2]=1[O:11][CH2:12][CH2:13][O:14][C:15]1[CH:30]=[CH:29][C:18]([CH2:19][CH:20]([C:25]([O:27]C)=[O:26])[C:21]([O:23][CH3:24])=[O:22])=[CH:17][CH:16]=1.[OH-].[Na+]. Product: [CH3:24][O:23][C:21]([CH:20]([CH2:19][C:18]1[CH:17]=[CH:16][C:15]([O:14][CH2:13][CH2:12][O:11][C:2]2[CH:3]=[CH:4][C:5]3[C:10](=[CH:9][CH:8]=[CH:7][CH:6]=3)[CH:1]=2)=[CH:30][CH:29]=1)[C:25]([OH:27])=[O:26])=[O:22]. The catalyst class is: 111. (6) Reactant: [C:1]1([C:10]2[CH:15]=[CH:14][CH:13]=[CH:12][CH:11]=2)[CH:6]=[CH:5][C:4]([C:7](O)=[O:8])=[CH:3][CH:2]=1.C(Cl)(=O)C([Cl:19])=O. Product: [C:1]1([C:10]2[CH:15]=[CH:14][CH:13]=[CH:12][CH:11]=2)[CH:6]=[CH:5][C:4]([C:7]([Cl:19])=[O:8])=[CH:3][CH:2]=1. The catalyst class is: 59. (7) Reactant: [CH3:1][C:2]1([CH:23]=O)[CH2:6][O:5][C:4]([C:7]2[CH:8]=[N:9][C:10]([O:13][CH2:14][CH2:15][CH2:16][N:17]3[CH2:21][CH2:20][CH2:19][CH:18]3[CH3:22])=[CH:11][CH:12]=2)=[N:3]1.[NH:25]1[CH2:29][CH2:28][CH2:27][CH2:26]1.C(O[BH-](OC(=O)C)OC(=O)C)(=O)C.[Na+].O. Product: [CH3:1][C:2]1([CH2:23][N:25]2[CH2:29][CH2:28][CH2:27][CH2:26]2)[CH2:6][O:5][C:4]([C:7]2[CH:12]=[CH:11][C:10]([O:13][CH2:14][CH2:15][CH2:16][N:17]3[CH2:21][CH2:20][CH2:19][CH:18]3[CH3:22])=[N:9][CH:8]=2)=[N:3]1. The catalyst class is: 68.